This data is from Reaction yield outcomes from USPTO patents with 853,638 reactions. The task is: Predict the reaction yield, written as a fraction of the theoretical maximum amount of product (1.0 means a 100% yield; for example, 0.34 means a 34% yield). (1) The reactants are [CH3:1][C:2]1(C(O)=O)[CH:6]=[CH:5][N:4]([C:7]2[C:16]([F:17])=[CH:15][C:14]3[C:9](=[CH:10][CH:11]=[CH:12][CH:13]=3)[CH:8]=2)[NH:3]1.C[N:22](C=O)C.C(Cl)(=O)C(Cl)=O.[N-]=[N+]=[N-].[Na+]. The catalyst is C(Cl)Cl.O.O1CCOCC1. The product is [CH3:1][C:2]1[CH:6]=[C:5]([NH2:22])[N:4]([C:7]2[C:16]([F:17])=[CH:15][C:14]3[C:9](=[CH:10][CH:11]=[CH:12][CH:13]=3)[CH:8]=2)[N:3]=1. The yield is 0.380. (2) The reactants are [CH2:1]([O:3][C:4](=[O:15])[CH2:5][C:6](=[O:14])[CH2:7][CH2:8][CH2:9][CH2:10][CH2:11][CH:12]=[CH2:13])[CH3:2].CC(C)([O-])C.[K+].[F:22][C:23]([F:32])([C:28]([F:31])([F:30])[F:29])[CH2:24][CH2:25][CH2:26]I.O. The catalyst is C1COCC1. The product is [CH2:1]([O:3][C:4](=[O:15])[CH:5]([CH2:26][CH2:25][CH2:24][C:23]([F:32])([F:22])[C:28]([F:31])([F:30])[F:29])[C:6](=[O:14])[CH2:7][CH2:8][CH2:9][CH2:10][CH2:11][CH:12]=[CH2:13])[CH3:2]. The yield is 0.590. (3) The reactants are [Cl:1][C:2]1[CH:3]=[CH:4][C:5]2[O:9][C:8]([C:10]3[CH:11]=[C:12]([C:16]4([CH3:23])[NH:21][C:20](=O)[CH2:19][O:18][CH2:17]4)[CH:13]=[CH:14][CH:15]=3)=[N:7][C:6]=2[CH:24]=1.COC1C=CC(P2(SP(C3C=CC(OC)=CC=3)(=S)S2)=[S:34])=CC=1. No catalyst specified. The product is [Cl:1][C:2]1[CH:3]=[CH:4][C:5]2[O:9][C:8]([C:10]3[CH:11]=[C:12]([C:16]4([CH3:23])[NH:21][C:20](=[S:34])[CH2:19][O:18][CH2:17]4)[CH:13]=[CH:14][CH:15]=3)=[N:7][C:6]=2[CH:24]=1. The yield is 0.570. (4) The reactants are O[CH2:2][C:3]1[CH:16]=[N:15][C:6]2[N:7]([CH:12]([CH3:14])[CH3:13])[CH2:8][C:9](=[O:11])[NH:10][C:5]=2[CH:4]=1.[I-].C(C[P+](C)(C)C)#N.CCN(C(C)C)C(C)C.Cl.[Cl:35][C:36]1[CH:41]=[CH:40][C:39]([N:42]2[CH2:47][CH2:46][NH:45][CH2:44][CH2:43]2)=[CH:38][CH:37]=1. The catalyst is C(#N)CC. The product is [Cl:35][C:36]1[CH:37]=[CH:38][C:39]([N:42]2[CH2:47][CH2:46][N:45]([CH2:2][C:3]3[CH:16]=[N:15][C:6]4[N:7]([CH:12]([CH3:14])[CH3:13])[CH2:8][C:9](=[O:11])[NH:10][C:5]=4[CH:4]=3)[CH2:44][CH2:43]2)=[CH:40][CH:41]=1. The yield is 0.260. (5) The yield is 0.500. The catalyst is C1(C)C=CC=CC=1. The product is [N+:1]([C:4]1[CH:11]=[CH:10][C:7]([CH:8]=[C:13]([C:12]([O:28][CH:29]2[CH:34]([CH:35]([CH3:37])[CH3:36])[CH2:33][CH2:32][CH:31]([CH3:38])[CH2:30]2)=[O:27])[C:14]([O:16][CH:17]2[CH:22]([CH:23]([CH3:25])[CH3:24])[CH2:21][CH2:20][CH:19]([CH3:26])[CH2:18]2)=[O:15])=[CH:6][CH:5]=1)([O-:3])=[O:2]. The reactants are [N+:1]([C:4]1[CH:11]=[CH:10][C:7]([CH:8]=O)=[CH:6][CH:5]=1)([O-:3])=[O:2].[C:12]([O:28][CH:29]1[CH:34]([CH:35]([CH3:37])[CH3:36])[CH2:33][CH2:32][CH:31]([CH3:38])[CH2:30]1)(=[O:27])[CH2:13][C:14]([O:16][CH:17]1[CH:22]([CH:23]([CH3:25])[CH3:24])[CH2:21][CH2:20][CH:19]([CH3:26])[CH2:18]1)=[O:15].O. (6) The reactants are C([O:3][C:4](=[O:37])[CH2:5][CH:6]1[N:11]=[CH:10][CH:9]=[CH:8][N:7]1[CH:12]1[CH2:21][CH2:20][C:19]2[C:14](=[CH:15][C:16]([O:24][CH3:25])=[C:17]([O:22][CH3:23])[CH:18]=2)[CH:13]1[CH2:26][C:27]1[CH:32]=[CH:31][C:30]([O:33][CH3:34])=[C:29]([O:35][CH3:36])[CH:28]=1)C.[OH-].[Na+]. The catalyst is O1CCOCC1.CO. The product is [CH3:36][O:35][C:29]1[CH:28]=[C:27]([CH:32]=[CH:31][C:30]=1[O:33][CH3:34])[CH2:26][CH:13]1[C:14]2[C:19](=[CH:18][C:17]([O:22][CH3:23])=[C:16]([O:24][CH3:25])[CH:15]=2)[CH2:20][CH2:21][CH:12]1[N:7]1[CH:8]=[CH:9][CH:10]=[N:11][CH:6]1[CH2:5][C:4]([OH:37])=[O:3]. The yield is 0.930. (7) The reactants are Br[C:2]1[CH:3]=[C:4]([C:20]([O:22][CH3:23])=[O:21])[CH:5]=[C:6]2[C:11]=1[O:10][C:9]([N:12]1[CH2:17][CH2:16][O:15][C@H:14]([CH3:18])[CH2:13]1)=[CH:8][C:7]2=[O:19].C([Sn](CCCC)(CCCC)[C:29]([O:31]CC)=[CH2:30])CCC.Cl. The catalyst is O1CCOCC1.[Pd](Cl)Cl.C1(P(C2C=CC=CC=2)C2C=CC=CC=2)C=CC=CC=1.C1(P(C2C=CC=CC=2)C2C=CC=CC=2)C=CC=CC=1. The product is [C:29]([C:2]1[CH:3]=[C:4]([C:20]([O:22][CH3:23])=[O:21])[CH:5]=[C:6]2[C:11]=1[O:10][C:9]([N:12]1[CH2:17][CH2:16][O:15][C@H:14]([CH3:18])[CH2:13]1)=[CH:8][C:7]2=[O:19])(=[O:31])[CH3:30]. The yield is 0.880. (8) The reactants are [NH2:1][N:2]1[CH:6]=[CH:5][C:4]([C:7]2[CH:12]=[CH:11][CH:10]=[CH:9][CH:8]=2)=[C:3]1[C:13]([O:15][CH3:16])=[O:14].[CH2:17]([O:19][C:20](Cl)=[O:21])[CH3:18].O. The catalyst is C(Cl)Cl. The product is [CH2:17]([O:19][C:20]([NH:1][N:2]1[CH:6]=[CH:5][C:4]([C:7]2[CH:12]=[CH:11][CH:10]=[CH:9][CH:8]=2)=[C:3]1[C:13]([O:15][CH3:16])=[O:14])=[O:21])[CH3:18]. The yield is 0.375. (9) The reactants are [F:1][C:2]1[CH:7]=[CH:6][C:5]([C:8]2[N:12]([CH3:13])[NH:11][C:10](=[O:14])[CH:9]=2)=[CH:4][CH:3]=1.[F:15][C:16]([F:29])([F:28])[S:17](O[S:17]([C:16]([F:29])([F:28])[F:15])(=[O:19])=[O:18])(=[O:19])=[O:18]. The catalyst is N1C=CC=CC=1.C1(C)C=CC=CC=1. The product is [F:1][C:2]1[CH:3]=[CH:4][C:5]([C:8]2[N:12]([CH3:13])[N:11]=[C:10]([O:14][S:17]([C:16]([F:29])([F:28])[F:15])(=[O:19])=[O:18])[CH:9]=2)=[CH:6][CH:7]=1. The yield is 0.890.